Dataset: Reaction yield outcomes from USPTO patents with 853,638 reactions. Task: Predict the reaction yield, written as a fraction of the theoretical maximum amount of product (1.0 means a 100% yield; for example, 0.34 means a 34% yield). The reactants are [CH3:1][S:2]([CH2:5][C:6]([OH:8])=O)(=[O:4])=[O:3].[Cl:9][C:10]1[CH:11]=[C:12]([NH:24][C:25]2[C:34]3[C:29](=[CH:30][CH:31]=[CH:32][C:33]=3[O:35][C@@H:36]([CH3:40])[CH2:37][NH:38][CH3:39])[N:28]=[CH:27][N:26]=2)[CH:13]=[CH:14][C:15]=1[O:16][CH2:17][C:18]1[CH:23]=[CH:22][CH:21]=[CH:20][N:19]=1. No catalyst specified. The product is [Cl:9][C:10]1[CH:11]=[C:12]([NH:24][C:25]2[C:34]3[C:29](=[CH:30][CH:31]=[CH:32][C:33]=3[O:35][C@@H:36]([CH3:40])[CH2:37][N:38]([CH3:39])[C:6](=[O:8])[CH2:5][S:2]([CH3:1])(=[O:4])=[O:3])[N:28]=[CH:27][N:26]=2)[CH:13]=[CH:14][C:15]=1[O:16][CH2:17][C:18]1[CH:23]=[CH:22][CH:21]=[CH:20][N:19]=1. The yield is 0.610.